This data is from Forward reaction prediction with 1.9M reactions from USPTO patents (1976-2016). The task is: Predict the product of the given reaction. (1) Given the reactants [N:1]1[CH:6]=[CH:5][C:4]([C:7]2[S:11][C:10]([C:12]([OH:14])=O)=[CH:9][CH:8]=2)=[CH:3][CH:2]=1.[F:15][C:16]([F:27])([F:26])[O:17][C:18]1[CH:23]=[CH:22][C:21]([CH2:24][NH2:25])=[CH:20][CH:19]=1, predict the reaction product. The product is: [F:15][C:16]([F:26])([F:27])[O:17][C:18]1[CH:23]=[CH:22][C:21]([CH2:24][NH:25][C:12]([C:10]2[S:11][C:7]([C:4]3[CH:3]=[CH:2][N:1]=[CH:6][CH:5]=3)=[CH:8][CH:9]=2)=[O:14])=[CH:20][CH:19]=1. (2) Given the reactants C[O:2][C:3]1[CH:20]=[CH:19][C:18]2[C@@H:17]3[C@:8]([CH:23]=[CH2:24])([C@H:9]4[C@@:13]([CH2:15][CH2:16]3)([CH3:14])[C@@H:12]([OH:21])[C@H:11]([F:22])[CH2:10]4)[CH2:7][CH2:6][C:5]=2[CH:4]=1, predict the reaction product. The product is: [F:22][C@@H:11]1[CH2:10][C@H:9]2[C@@:8]3([CH:23]=[CH2:24])[C@H:17]([CH2:16][CH2:15][C@:13]2([CH3:14])[C@H:12]1[OH:21])[C:18]1[CH:19]=[CH:20][C:3]([OH:2])=[CH:4][C:5]=1[CH2:6][CH2:7]3. (3) Given the reactants [C:1]([N:4]1[CH2:8][CH2:7][NH:6][C:5]1=[O:9])(=[O:3])[CH3:2].Br[C:11]1[CH:12]=[CH:13][C:14]([C:17]([N:19]2[CH2:24][CH2:23][N:22]([C:25]3[CH:30]=[CH:29][C:28]([CH3:31])=[CH:27][C:26]=3[CH3:32])[CH2:21][CH2:20]2)=[O:18])=[N:15][CH:16]=1, predict the reaction product. The product is: [C:1]([N:4]1[CH2:8][CH2:7][N:6]([C:11]2[CH:16]=[N:15][C:14]([C:17]([N:19]3[CH2:20][CH2:21][N:22]([C:25]4[CH:30]=[CH:29][C:28]([CH3:31])=[CH:27][C:26]=4[CH3:32])[CH2:23][CH2:24]3)=[O:18])=[CH:13][CH:12]=2)[C:5]1=[O:9])(=[O:3])[CH3:2]. (4) Given the reactants [CH3:1][C:2]([O-])([CH3:4])[CH3:3].[K+].[CH2:7]([O:14][CH2:15][CH:16]1CC(=O)C1)[C:8]1[CH:13]=[CH:12][CH:11]=[CH:10][CH:9]=1, predict the reaction product. The product is: [CH2:1]=[C:2]1[CH2:4][CH:16]([CH2:15][O:14][CH2:7][C:8]2[CH:13]=[CH:12][CH:11]=[CH:10][CH:9]=2)[CH2:3]1. (5) Given the reactants [CH2:1]([C@H:8]([CH2:12][C:13]([O:15]C(C)(C)C)=[O:14])[C:9]([OH:11])=O)[C:2]1[CH:7]=[CH:6][CH:5]=[CH:4][CH:3]=1.[CH3:20][O:21][C:22]1[C:27]([C:28]2[CH:33]=[CH:32][CH:31]=[CH:30][C:29]=2[C:34]2[N:35]=[C:36]([NH:39][CH3:40])[S:37][CH:38]=2)=[CH:26][CH:25]=[CH:24][N:23]=1.COC1C(B(O)O)=CC=CN=1, predict the reaction product. The product is: [CH2:1]([C@@H:8]([C:9]([N:39]([C:36]1[S:37][CH:38]=[C:34]([C:29]2[CH:30]=[CH:31][CH:32]=[CH:33][C:28]=2[C:27]2[C:22]([O:21][CH3:20])=[N:23][CH:24]=[CH:25][CH:26]=2)[N:35]=1)[CH3:40])=[O:11])[CH2:12][C:13]([OH:15])=[O:14])[C:2]1[CH:3]=[CH:4][CH:5]=[CH:6][CH:7]=1.[CH3:20][O:21][C:22]1[C:27]([C:28]2[CH:33]=[CH:32][CH:31]=[CH:30][C:29]=2[C:34]2[N:35]=[C:36]([NH:39][CH3:40])[S:37][CH:38]=2)=[CH:26][CH:25]=[CH:24][N:23]=1. (6) The product is: [C:2]([C:3]1[NH:15][C:6]2[C:5]([CH:4]=1)=[CH:10][C:9]([N+:11]([O-:13])=[O:12])=[C:8]([F:14])[CH:7]=2)([CH3:22])([CH3:21])[CH3:1]. Given the reactants [CH3:1][C:2]([CH3:22])([CH3:21])[C:3]#[C:4][C:5]1[CH:10]=[C:9]([N+:11]([O-:13])=[O:12])[C:8]([F:14])=[CH:7][C:6]=1[NH:15]C(=O)CCC.CCCC[N+](CCCC)(CCCC)CCCC.[F-].O, predict the reaction product. (7) Given the reactants [Cl:1][C:2]1[CH:18]=[CH:17][C:5]2[N:6]([C:10]([O:12][C:13]([CH3:16])([CH3:15])[CH3:14])=[O:11])[C:7](=[O:9])[NH:8][C:4]=2[CH:3]=1.[H-].[Na+].Br[CH:22]([C:30]1[CH:35]=[CH:34][CH:33]=[CH:32][CH:31]=1)[C:23]([O:25][C:26]([CH3:29])([CH3:28])[CH3:27])=[O:24].[Cl-].[NH4+], predict the reaction product. The product is: [C:26]([O:25][C:23]([CH:22]([C:30]1[CH:31]=[CH:32][CH:33]=[CH:34][CH:35]=1)[N:8]1[C:4]2[CH:3]=[C:2]([Cl:1])[CH:18]=[CH:17][C:5]=2[N:6]([C:10]([O:12][C:13]([CH3:14])([CH3:15])[CH3:16])=[O:11])[C:7]1=[O:9])=[O:24])([CH3:29])([CH3:27])[CH3:28]. (8) Given the reactants [CH3:1][C:2]1[C:3](=[O:13])[NH:4][C:5](=[O:12])[N:6]([CH2:8][C:9]([OH:11])=O)[CH:7]=1.[CH3:14][C:15]1[CH:20]=[CH:19][N:18]=[C:17]([NH2:21])[CH:16]=1.CN(C(ON1N=NC2C=CC=CC1=2)=[N+](C)C)C.F[P-](F)(F)(F)(F)F.CCN(CC)CC, predict the reaction product. The product is: [CH3:1][C:2]1[C:3](=[O:13])[NH:4][C:5](=[O:12])[N:6]([CH2:8][C:9]([NH:21][C:17]2[CH:16]=[C:15]([CH3:14])[CH:20]=[CH:19][N:18]=2)=[O:11])[CH:7]=1. (9) Given the reactants [OH-].[Na+].[C:3]([O:7][C:8]([NH:10][C@@:11]1([C:25]([O:27]C(C)(C)C)=[O:26])[CH2:16][C:15](=[O:17])[C@@H:14]2[C@H:12]1[C@H:13]2[C:18]([O:20]C(C)(C)C)=[O:19])=[O:9])([CH3:6])([CH3:5])[CH3:4], predict the reaction product. The product is: [C:3]([O:7][C:8]([NH:10][C@@:11]1([C:25]([OH:27])=[O:26])[CH2:16][C:15](=[O:17])[C@@H:14]2[C@H:12]1[C@H:13]2[C:18]([OH:20])=[O:19])=[O:9])([CH3:6])([CH3:4])[CH3:5]. (10) Given the reactants [H-].[Na+].[NH:3]1[CH:7]=[CH:6][N:5]=[CH:4]1.Cl[CH2:9][O:10][CH2:11][CH2:12][Si:13]([CH3:16])([CH3:15])[CH3:14].CO.CCOC(C)=O, predict the reaction product. The product is: [CH3:14][Si:13]([CH3:16])([CH3:15])[CH2:12][CH2:11][O:10][CH2:9][N:3]1[CH:7]=[CH:6][N:5]=[CH:4]1.